From a dataset of Forward reaction prediction with 1.9M reactions from USPTO patents (1976-2016). Predict the product of the given reaction. (1) The product is: [F:17][C:12]1[CH:13]=[CH:14][CH:15]=[CH:16][C:11]=1[C:9](=[O:10])[C:3](=[N:1][NH2:2])[C:4]([O:6][CH2:7][CH3:8])=[O:5]. Given the reactants [N+:1](=[C:3]([C:9]([C:11]1[CH:16]=[CH:15][CH:14]=[CH:13][C:12]=1[F:17])=[O:10])[C:4]([O:6][CH2:7][CH3:8])=[O:5])=[N-:2].C(P(CCCC)CCCC)CCC, predict the reaction product. (2) Given the reactants [CH3:1][CH:2]1[CH2:6][CH2:5][CH2:4][N:3]1[CH2:7][CH2:8][O:9][C:10]1[CH:15]=[CH:14][C:13]([C:16]2[O:17][CH:18]=[C:19]([CH2:21][C:22]([N:24]3[CH2:29][CH2:28][CH2:27][CH2:26][CH2:25]3)=O)[N:20]=2)=[CH:12][CH:11]=1.B.O1CCCC1.[OH-].[Na+].[Cl-].[NH4+], predict the reaction product. The product is: [CH3:1][CH:2]1[CH2:6][CH2:5][CH2:4][N:3]1[CH2:7][CH2:8][O:9][C:10]1[CH:15]=[CH:14][C:13]([C:16]2[O:17][CH:18]=[C:19]([CH2:21][CH2:22][N:24]3[CH2:29][CH2:28][CH2:27][CH2:26][CH2:25]3)[N:20]=2)=[CH:12][CH:11]=1. (3) Given the reactants [N+:1]([C:4]1[CH:14]=[CH:13][C:7]([O:8][CH2:9][C:10]([OH:12])=O)=[CH:6][CH:5]=1)([O-:3])=[O:2].[NH2:15][C:16]1[CH:17]=[C:18]([CH:22]=[CH:23][N:24]=1)[C:19]([NH2:21])=[O:20].C1CN([P+](ON2N=NC3C=CC=CC2=3)(N2CCCC2)N2CCCC2)CC1.F[P-](F)(F)(F)(F)F.CO, predict the reaction product. The product is: [N+:1]([C:4]1[CH:5]=[CH:6][C:7]([O:8][CH2:9][C:10]([NH:15][C:16]2[CH:17]=[C:18]([CH:22]=[CH:23][N:24]=2)[C:19]([NH2:21])=[O:20])=[O:12])=[CH:13][CH:14]=1)([O-:3])=[O:2]. (4) The product is: [S:23]1[C:19]2[CH:18]=[CH:17][C:16]([CH:3]([C:1]#[N:2])[C:4]([O:6][CH2:7][CH3:8])=[O:5])=[CH:24][C:20]=2[CH:21]=[CH:22]1. Given the reactants [C:1]([CH2:3][C:4]([O:6][CH2:7][CH3:8])=[O:5])#[N:2].CC(C)([O-])C.[K+].Br[C:16]1[CH:17]=[CH:18][C:19]2[S:23][CH:22]=[CH:21][C:20]=2[CH:24]=1.Cl, predict the reaction product. (5) The product is: [CH3:23][C@:20]12[C@@:19]3([CH3:24])[C@@H:10]([C@:11]4([CH3:37])[C@@H:16]([CH2:17][CH2:18]3)[C:15]([CH3:26])([CH3:25])[C:14]([C:27]3[CH:28]=[CH:29][C:30]([C:31]([OH:33])=[O:32])=[CH:35][CH:36]=3)=[CH:13][CH2:12]4)[CH2:9][CH2:8][C@@H:7]1[C@H:6]1[C@H:38]([C:41]([CH3:43])=[CH2:42])[CH2:39][CH2:40][C@:5]1([NH:4][CH2:3][CH2:2][NH:1][S:54]([CH3:53])(=[O:56])=[O:55])[CH2:22][CH2:21]2. Given the reactants [NH2:1][CH2:2][CH2:3][NH:4][C@:5]12[CH2:40][CH2:39][C@@H:38]([C:41]([CH3:43])=[CH2:42])[C@@H:6]1[C@@H:7]1[C@@:20]([CH3:23])([CH2:21][CH2:22]2)[C@@:19]2([CH3:24])[C@@H:10]([C@:11]3([CH3:37])[C@@H:16]([CH2:17][CH2:18]2)[C:15]([CH3:26])([CH3:25])[C:14]([C:27]2[CH:36]=[CH:35][C:30]([C:31]([O:33]C)=[O:32])=[CH:29][CH:28]=2)=[CH:13][CH2:12]3)[CH2:9][CH2:8]1.CCN(C(C)C)C(C)C.[CH3:53][S:54](Cl)(=[O:56])=[O:55], predict the reaction product.